The task is: Predict the product of the given reaction.. This data is from Forward reaction prediction with 1.9M reactions from USPTO patents (1976-2016). (1) Given the reactants [C:1]1([CH3:7])[CH:6]=[CH:5][CH:4]=[CH:3][CH:2]=1.[CH3:8][CH:9]([CH3:33])[CH2:10][N:11]1[C:23]2[CH:22]=[CH:21][C:20](B3OC(C)(C)C(C)(C)O3)=[CH:19][C:18]=2[C:17]2[C:12]1=[CH:13][CH:14]=[CH:15][CH:16]=2.Br[C:35]1[CH:36]=[CH:37][C:38]2[NH:39][C:40]3[C:45]([C:46]=2[CH:47]=1)=[CH:44][C:43](Br)=[CH:42][CH:41]=3.C([O-])([O-])=O.[Na+].[Na+], predict the reaction product. The product is: [CH3:8][CH:9]([CH3:33])[CH2:10][N:11]1[C:12]2[CH:13]=[CH:14][C:15]([C:35]3[CH:36]=[CH:37][C:38]4[NH:39][C:40]5[C:45]([C:46]=4[CH:47]=3)=[CH:44][C:43]([C:20]3[CH:21]=[CH:22][C:23]4[N:11]([CH2:10][CH:9]([CH3:33])[CH3:8])[C:12]6[C:17]([C:18]=4[CH:19]=3)=[CH:16][CH:15]=[CH:14][CH:13]=6)=[CH:42][CH:41]=5)=[CH:16][C:7]=2[C:1]2[C:6]1=[CH:5][CH:4]=[CH:3][CH:2]=2. (2) Given the reactants I[C:2]1[CH:29]=[N:28][C:5]2[N:6]([C:11]([NH:13][CH:14]([C:17]3[CH:22]=[CH:21][C:20]([O:23][C:24]([F:27])([F:26])[F:25])=[CH:19][CH:18]=3)[CH2:15][CH3:16])=[O:12])[CH2:7][C:8](=[O:10])[NH:9][C:4]=2[CH:3]=1.[CH:30](B1OC(C)(C)C(C)(C)O1)=[CH2:31].C(=O)([O-])[O-].[Na+].[Na+], predict the reaction product. The product is: [O:10]=[C:8]1[CH2:7][N:6]([C:11]([NH:13][CH:14]([C:17]2[CH:22]=[CH:21][C:20]([O:23][C:24]([F:27])([F:26])[F:25])=[CH:19][CH:18]=2)[CH2:15][CH3:16])=[O:12])[C:5]2[N:28]=[CH:29][C:2]([CH:30]=[CH2:31])=[CH:3][C:4]=2[NH:9]1. (3) Given the reactants C[O-].[Na+:3].[CH3:4][C:5]([C:8]1[CH:13]=[CH:12][C:11]([S:14]([NH:17][C:18]2[N:23]=[C:22]([C:24]3[N:29]=[CH:28][CH:27]=[CH:26][N:25]=3)[N:21]=[C:20]([O:30][CH2:31][CH2:32][OH:33])[C:19]=2[O:34][C:35]2[C:40]([O:41][CH3:42])=[CH:39][CH:38]=[CH:37][CH:36]=2)(=[O:16])=[O:15])=[CH:10][CH:9]=1)([CH3:7])[CH3:6].O.C(OCC)(=O)C, predict the reaction product. The product is: [CH3:7][C:5]([C:8]1[CH:13]=[CH:12][C:11]([S:14]([N-:17][C:18]2[C:19]([O:34][C:35]3[CH:36]=[CH:37][CH:38]=[CH:39][C:40]=3[O:41][CH3:42])=[C:20]([O:30][CH2:31][CH2:32][OH:33])[N:21]=[C:22]([C:24]3[N:25]=[CH:26][CH:27]=[CH:28][N:29]=3)[N:23]=2)(=[O:15])=[O:16])=[CH:10][CH:9]=1)([CH3:4])[CH3:6].[Na+:3]. (4) The product is: [C:7]([C:1]1[CH:6]=[CH:5][CH:4]=[CH:3][CH:2]=1)(=[O:11])[C:8]([CH3:10])=[CH2:9]. Given the reactants [CH:1]1[CH:6]=[CH:5][CH:4]=[CH:3][CH:2]=1.[C:7](Cl)(=[O:11])[C:8]([CH3:10])=[CH2:9].[Cl-].[Al+3].[Cl-].[Cl-], predict the reaction product. (5) The product is: [CH:33]([N:1]([CH3:36])[C@@H:2]1[CH2:7][CH2:6][C@H:5]([N:8]2[CH2:12][CH2:11][C@H:10]([NH:13][C:14](=[O:23])[O:15][CH2:16][C:17]3[CH:22]=[CH:21][CH:20]=[CH:19][CH:18]=3)[C:9]2=[O:24])[C@H:4]([CH2:25][S:26]([CH:29]([CH3:31])[CH3:30])(=[O:28])=[O:27])[CH2:3]1)([CH3:35])[CH3:32]. Given the reactants [NH2:1][C@@H:2]1[CH2:7][CH2:6][C@H:5]([N:8]2[CH2:12][CH2:11][C@H:10]([NH:13][C:14](=[O:23])[O:15][CH2:16][C:17]3[CH:22]=[CH:21][CH:20]=[CH:19][CH:18]=3)[C:9]2=[O:24])[C@H:4]([CH2:25][S:26]([CH:29]([CH3:31])[CH3:30])(=[O:28])=[O:27])[CH2:3]1.[CH3:32][C:33]([CH3:35])=O.[C:36]([BH3-])#N.[Na+].C=O, predict the reaction product. (6) Given the reactants [C:1]([CH2:4][CH2:5][C:6]1[C:7]([CH3:27])=[C:8](C(O)=O)[NH:9][C:10]=1[CH:11]=[C:12]1[C:20]2[C:15](=[CH:16][CH:17]=[C:18]([O:21][CH3:22])[CH:19]=2)[NH:14][C:13]1=[O:23])([OH:3])=[O:2].[OH-].[K+].O.Cl, predict the reaction product. The product is: [CH3:22][O:21][C:18]1[CH:19]=[C:20]2[C:15](=[CH:16][CH:17]=1)[NH:14][C:13](=[O:23])[C:12]2=[CH:11][C:10]1[NH:9][CH:8]=[C:7]([CH3:27])[C:6]=1[CH2:5][CH2:4][C:1]([OH:3])=[O:2]. (7) Given the reactants Br[C:2]1[CH:33]=[C:32]([F:34])[C:5]([CH2:6][S:7][C:8]2[N:9]([C:25]3[CH:30]=[CH:29][C:28]([F:31])=[CH:27][CH:26]=3)[C:10]([C:13]([C:16]3[CH:21]=[CH:20][C:19]([Cl:22])=[C:18]([O:23][CH3:24])[CH:17]=3)([CH3:15])[CH3:14])=[CH:11][N:12]=2)=[C:4]([F:35])[CH:3]=1.[CH3:36][N:37]([CH3:41])[CH2:38][C:39]#[CH:40].N1CCCC1, predict the reaction product. The product is: [Cl:22][C:19]1[CH:20]=[CH:21][C:16]([C:13]([C:10]2[N:9]([C:25]3[CH:30]=[CH:29][C:28]([F:31])=[CH:27][CH:26]=3)[C:8]([S:7][CH2:6][C:5]3[C:32]([F:34])=[CH:33][C:2]([C:40]#[C:39][CH2:38][N:37]([CH3:41])[CH3:36])=[CH:3][C:4]=3[F:35])=[N:12][CH:11]=2)([CH3:15])[CH3:14])=[CH:17][C:18]=1[O:23][CH3:24]. (8) Given the reactants [CH3:1][O:2][C:3]1[C:12]([CH2:13][CH2:14][CH3:15])=[C:11]2[C:6]([CH:7]=[C:8]([C:17]([OH:19])=O)[C:9](=[O:16])[O:10]2)=[CH:5][CH:4]=1.C(N(C(C)C)CC)(C)C.C(OCC)(=O)C.[C:35]([O:39][C:40](=[O:50])[NH:41][CH2:42][C:43]1[CH:48]=[CH:47][C:46]([NH2:49])=[CH:45][CH:44]=1)([CH3:38])([CH3:37])[CH3:36], predict the reaction product. The product is: [C:35]([O:39][C:40](=[O:50])[NH:41][CH2:42][C:43]1[CH:44]=[CH:45][C:46]([NH:49][C:17]([C:8]2[C:9](=[O:16])[O:10][C:11]3[C:6]([CH:7]=2)=[CH:5][CH:4]=[C:3]([O:2][CH3:1])[C:12]=3[CH2:13][CH2:14][CH3:15])=[O:19])=[CH:47][CH:48]=1)([CH3:38])([CH3:36])[CH3:37].